This data is from Full USPTO retrosynthesis dataset with 1.9M reactions from patents (1976-2016). The task is: Predict the reactants needed to synthesize the given product. (1) Given the product [Br:1][C:2]1[CH:3]=[CH:4][C:5]2[O:24][CH2:23][C:8]3([C:16]4[C:11](=[CH:12][CH:13]=[CH:14][CH:15]=4)[N:10]([CH2:17][CH2:18][CH2:19][CH2:20][CH3:21])[C:9]3=[O:22])[C:6]=2[CH:7]=1, predict the reactants needed to synthesize it. The reactants are: [Br:1][C:2]1[CH:3]=[CH:4][C:5](O)=[C:6]([C:8]2([CH2:23][OH:24])[C:16]3[C:11](=[CH:12][CH:13]=[CH:14][CH:15]=3)[N:10]([CH2:17][CH2:18][CH2:19][CH2:20][CH3:21])[C:9]2=[O:22])[CH:7]=1.C1(CCN2C3C(=CC=CC=3)C(C3C(O)=CC4OCOC=4C=3)(CO)C2=O)CC1. (2) The reactants are: [CH3:1][O:2][CH:3]([O:27][CH3:28])[C:4]1[CH:5]=[C:6]([CH:11]([C:14]2[C:19]([CH:20]([CH3:22])[CH3:21])=[C:18]([O:23][CH3:24])[N:17]=[C:16]([O:25][CH3:26])[N:15]=2)C#N)[CH:7]=[C:8]([CH3:10])[CH:9]=1.[H-].[Na+].CN(C=[O:35])C. Given the product [CH3:1][O:2][CH:3]([O:27][CH3:28])[C:4]1[CH:5]=[C:6]([C:11]([C:14]2[C:19]([CH:20]([CH3:22])[CH3:21])=[C:18]([O:23][CH3:24])[N:17]=[C:16]([O:25][CH3:26])[N:15]=2)=[O:35])[CH:7]=[C:8]([CH3:10])[CH:9]=1, predict the reactants needed to synthesize it. (3) Given the product [C:14]([C:12]1[CH:13]=[C:8]([CH2:6][CH3:7])[CH:9]=[CH:10][C:11]=1[O:22][CH2:23][CH2:24][CH:25]([O:27][S:2]([CH3:1])(=[O:4])=[O:3])[CH3:26])(=[O:15])[C:16]1[CH:17]=[CH:18][CH:19]=[CH:20][CH:21]=1, predict the reactants needed to synthesize it. The reactants are: [CH3:1][S:2](Cl)(=[O:4])=[O:3].[CH2:6]([C:8]1[CH:9]=[CH:10][C:11]([O:22][CH2:23][CH2:24][CH:25]([OH:27])[CH3:26])=[C:12]([C:14]([C:16]2[CH:21]=[CH:20][CH:19]=[CH:18][CH:17]=2)=[O:15])[CH:13]=1)[CH3:7]. (4) The reactants are: [CH3:1][O:2][C:3](/[CH:5]=[CH:6]/[C:7]1[CH:12]=[C:11]([CH3:13])[C:10](/[CH:14]=[CH:15]/[C:16]2[CH:31]=[CH:30][C:19]([C:20]([O:22][CH2:23][C:24]3[CH:29]=[CH:28][CH:27]=[CH:26][CH:25]=3)=[O:21])=[CH:18][C:17]=2[N+:32]([O-])=O)=[C:9]([CH3:35])[CH:8]=1)=[O:4].COP(OC)OC. Given the product [CH3:1][O:2][C:3](/[CH:5]=[CH:6]/[C:7]1[CH:12]=[C:11]([CH3:13])[C:10]([C:14]2[NH:32][C:17]3[C:16]([CH:15]=2)=[CH:31][CH:30]=[C:19]([C:20]([O:22][CH2:23][C:24]2[CH:29]=[CH:28][CH:27]=[CH:26][CH:25]=2)=[O:21])[CH:18]=3)=[C:9]([CH3:35])[CH:8]=1)=[O:4], predict the reactants needed to synthesize it. (5) Given the product [N:1]1[CH:5]=[CH:4][N:3]2[C:2]=1[C:6]1[CH:12]=[CH:11][CH:10]=[CH:9][C:7]=1[N:8]=[C:16]2/[CH:17]=[C:18](/[C:19]1[S:20][CH:21]=[CH:22][CH:23]=1)\[OH:24], predict the reactants needed to synthesize it. The reactants are: [NH:1]1[CH:5]=[CH:4][N:3]=[C:2]1[C:6]1[CH:12]=[CH:11][CH:10]=[CH:9][C:7]=1[NH2:8].C(O[C:16](=O)[CH2:17][C:18](=[O:24])[C:19]1[S:20][CH:21]=[CH:22][CH:23]=1)C. (6) Given the product [Br:1][C:2]1[CH:8]=[C:7]([Cl:9])[CH:6]=[C:5]([F:10])[C:3]=1[N:4]=[C:11]=[O:12], predict the reactants needed to synthesize it. The reactants are: [Br:1][C:2]1[CH:8]=[C:7]([Cl:9])[CH:6]=[C:5]([F:10])[C:3]=1[NH2:4].[C:11](=O)(OC(Cl)(Cl)Cl)[O:12]C(Cl)(Cl)Cl.O1CCOCC1. (7) Given the product [C:39]([NH:1][CH2:2][CH2:3][N:4]1[C:13]2[C:8](=[N:9][CH:10]=[C:11]([CH2:14][C:15]3[CH:16]=[CH:17][C:18]([F:21])=[CH:19][CH:20]=3)[CH:12]=2)[C:7]([OH:22])=[C:6]([C:23]([NH:25][CH2:26][CH2:27][OH:28])=[O:24])[C:5]1=[O:29])(=[O:41])[CH3:40], predict the reactants needed to synthesize it. The reactants are: [NH2:1][CH2:2][CH2:3][N:4]1[C:13]2[C:8](=[N:9][CH:10]=[C:11]([CH2:14][C:15]3[CH:20]=[CH:19][C:18]([F:21])=[CH:17][CH:16]=3)[CH:12]=2)[C:7]([OH:22])=[C:6]([C:23]([NH:25][CH2:26][CH2:27][OH:28])=[O:24])[C:5]1=[O:29].C(N(C(C)C)CC)(C)C.[C:39](OC(=O)C)(=[O:41])[CH3:40].O.